This data is from Forward reaction prediction with 1.9M reactions from USPTO patents (1976-2016). The task is: Predict the product of the given reaction. Given the reactants C([O:3][C:4]([C:6]1[C:7]([CH:19]([F:21])[F:20])=[N:8][N:9]([C:15]([CH3:18])([CH3:17])[CH3:16])[C:10]=1[C:11]([F:14])([F:13])[F:12])=[O:5])C.[OH-].[Na+], predict the reaction product. The product is: [C:15]([N:9]1[C:10]([C:11]([F:14])([F:13])[F:12])=[C:6]([C:4]([OH:5])=[O:3])[C:7]([CH:19]([F:21])[F:20])=[N:8]1)([CH3:18])([CH3:16])[CH3:17].